Dataset: Reaction yield outcomes from USPTO patents with 853,638 reactions. Task: Predict the reaction yield, written as a fraction of the theoretical maximum amount of product (1.0 means a 100% yield; for example, 0.34 means a 34% yield). (1) The reactants are N1CCCCC1.[CH3:7][O:8][C:9]1[CH:10]=[C:11]([CH:14]=[CH:15][C:16]=1[O:17][CH2:18][C:19]#[CH:20])[CH:12]=O.C([CH2:24][C:25]([NH:27][C:28]1[CH:36]=[CH:35][CH:34]=[CH:33][C:29]=1[C:30]([OH:32])=[O:31])=[O:26])(O)=O. The catalyst is C1(C)C=CC=CC=1. The product is [CH3:7][O:8][C:9]1[CH:10]=[C:11](/[CH:12]=[CH:24]/[C:25]([NH:27][C:28]2[CH:36]=[CH:35][CH:34]=[CH:33][C:29]=2[C:30]([OH:32])=[O:31])=[O:26])[CH:14]=[CH:15][C:16]=1[O:17][CH2:18][C:19]#[CH:20]. The yield is 0.610. (2) The reactants are [C:1]1([CH3:22])[CH:6]=[CH:5][C:4]([S:7]([N:10]2[C:14]3[N:15]=[CH:16][N:17]=[C:18]([C:19](=[O:21])[CH3:20])[C:13]=3[CH:12]=[CH:11]2)(=[O:9])=[O:8])=[CH:3][CH:2]=1.[BrH:23].BrBr. The yield is 0.566. The product is [Br:23][CH2:20][C:19]([C:18]1[C:13]2[CH:12]=[CH:11][N:10]([S:7]([C:4]3[CH:3]=[CH:2][C:1]([CH3:22])=[CH:6][CH:5]=3)(=[O:9])=[O:8])[C:14]=2[N:15]=[CH:16][N:17]=1)=[O:21]. The catalyst is C(O)(=O)C.